Dataset: Catalyst prediction with 721,799 reactions and 888 catalyst types from USPTO. Task: Predict which catalyst facilitates the given reaction. (1) Reactant: Br[C:2]1[CH:7]=[CH:6][C:5]([C@H:8]([NH:10][S:11]([CH3:14])(=[O:13])=[O:12])[CH3:9])=[CH:4][CH:3]=1.[C:15](=O)([O-])[O-:16].[Na+].[Na+].C([SiH](CC)CC)C.[C]=O. The catalyst class is: 3. Product: [CH:15]([C:2]1[CH:7]=[CH:6][C:5]([C@H:8]([NH:10][S:11]([CH3:14])(=[O:13])=[O:12])[CH3:9])=[CH:4][CH:3]=1)=[O:16]. (2) Reactant: F[B-](F)(F)F.N1(OC(N(C)C)=[N+](C)C)C2C=CC=CC=2N=N1.C(N(CC)CC)C.Cl.C[C:32]1[NH:36][CH:35]=[N:34][C:33]=1[CH2:37][CH2:38][C:39]([OH:41])=O.FC(F)(F)C(O)=O.[NH2:49][CH:50]([CH2:77][C:78]1[CH:83]=[CH:82][C:81]([O:84][CH3:85])=[CH:80][CH:79]=1)[C:51]([N:53]1[CH2:56][C:55]([O:64][CH2:65][CH2:66][CH2:67][CH2:68][O:69][CH2:70][C:71]2[CH:76]=[CH:75][CH:74]=[CH:73][CH:72]=2)([C:57]2[CH:62]=[CH:61][CH:60]=[CH:59][C:58]=2[CH3:63])[CH2:54]1)=[O:52].[OH-].[Na+]. Product: [CH2:70]([O:69][CH2:68][CH2:67][CH2:66][CH2:65][O:64][C:55]1([C:57]2[CH:62]=[CH:61][CH:60]=[CH:59][C:58]=2[CH3:63])[CH2:54][N:53]([C:51](=[O:52])[C@H:50]([NH:49][C:39](=[O:41])[CH2:38][CH2:37][C:33]2[N:34]=[CH:35][NH:36][CH:32]=2)[CH2:77][C:78]2[CH:79]=[CH:80][C:81]([O:84][CH3:85])=[CH:82][CH:83]=2)[CH2:56]1)[C:71]1[CH:76]=[CH:75][CH:74]=[CH:73][CH:72]=1. The catalyst class is: 9.